Predict the reactants needed to synthesize the given product. From a dataset of Full USPTO retrosynthesis dataset with 1.9M reactions from patents (1976-2016). Given the product [OH:1][CH2:2][CH2:3][CH2:4][C:5]1[CH:14]=[C:13]2[C:8]([CH:9]=[C:10]([C:16]3[CH:17]=[CH:18][C:19]([O:22][CH3:23])=[CH:20][CH:21]=3)[C:11](=[O:15])[O:12]2)=[CH:7][CH:6]=1, predict the reactants needed to synthesize it. The reactants are: [OH:1][CH2:2][C:3]#[C:4][C:5]1[CH:14]=[C:13]2[C:8]([CH:9]=[C:10]([C:16]3[CH:21]=[CH:20][C:19]([O:22][CH3:23])=[CH:18][CH:17]=3)[C:11](=[O:15])[O:12]2)=[CH:7][CH:6]=1.